Dataset: Forward reaction prediction with 1.9M reactions from USPTO patents (1976-2016). Task: Predict the product of the given reaction. The product is: [Cl:1][C:2]1[CH:3]=[C:4]([N:10]([CH2:15][CH:16]2[CH2:18][CH2:17]2)[CH2:11][C:12]2[O:14][C:37]([C:32]3[CH:33]=[CH:34][CH:35]=[CH:36][N:31]=3)=[N:39][N:40]=2)[CH:5]=[CH:6][C:7]=1[C:8]#[N:9]. Given the reactants [Cl:1][C:2]1[CH:3]=[C:4]([N:10]([CH2:15][CH:16]2[CH2:18][CH2:17]2)[CH2:11][C:12]([OH:14])=O)[CH:5]=[CH:6][C:7]=1[C:8]#[N:9].CCN=C=NCCCN(C)C.Cl.[N:31]1[CH:36]=[CH:35][CH:34]=[CH:33][C:32]=1[C:37]([NH:39][NH2:40])=O.S(Cl)(C1C=CC(C)=CC=1)(=O)=O, predict the reaction product.